This data is from Catalyst prediction with 721,799 reactions and 888 catalyst types from USPTO. The task is: Predict which catalyst facilitates the given reaction. (1) Reactant: [CH2:1]([C@H:6]1[C@H:14]([CH3:15])[O:13][C:12](=[O:16])[C@@H:11]([NH:17]C(=O)OC(C)(C)C)[CH2:10][CH2:9][CH2:8][C@@H:7]1[O:25][CH2:26][CH2:27][CH3:28])[CH2:2][CH:3]([CH3:5])[CH3:4].[ClH:29].O1CCOCC1. Product: [Cl-:29].[CH2:1]([C@H:6]1[C@H:14]([CH3:15])[O:13][C:12](=[O:16])[C@@H:11]([NH3+:17])[CH2:10][CH2:9][CH2:8][C@@H:7]1[O:25][CH2:26][CH2:27][CH3:28])[CH2:2][CH:3]([CH3:5])[CH3:4]. The catalyst class is: 2. (2) Reactant: [F:1][CH:2]([CH2:28][CH2:29][CH3:30])[CH2:3][N:4]1[CH2:9][CH2:8][CH:7]([CH2:10][O:11][C:12]2[CH:17]=[CH:16][C:15]([C:18]3[CH:23]=[CH:22][C:21]([C:24]([O:26]C)=[O:25])=[CH:20][CH:19]=3)=[CH:14][CH:13]=2)[CH2:6][CH2:5]1.CO.O.O[Li].O. Product: [F:1][CH:2]([CH2:28][CH2:29][CH3:30])[CH2:3][N:4]1[CH2:9][CH2:8][CH:7]([CH2:10][O:11][C:12]2[CH:17]=[CH:16][C:15]([C:18]3[CH:19]=[CH:20][C:21]([C:24]([OH:26])=[O:25])=[CH:22][CH:23]=3)=[CH:14][CH:13]=2)[CH2:6][CH2:5]1. The catalyst class is: 1. (3) Reactant: [F:1][C:2]1[CH:7]=[CH:6][C:5]([N+:8]([O-])=O)=[CH:4][C:3]=1[C:11]1[CH:16]=[CH:15][CH:14]=[CH:13][C:12]=1[S:17][CH3:18].O.O.[Sn](Cl)Cl. Product: [F:1][C:2]1[C:3]([C:11]2[CH:16]=[CH:15][CH:14]=[CH:13][C:12]=2[S:17][CH3:18])=[CH:4][C:5]([NH2:8])=[CH:6][CH:7]=1. The catalyst class is: 214. (4) Product: [F:19][C:20]([F:36])([F:37])[C:21]1[CH:22]=[C:23]([O:27][C:28]2[CH:35]=[CH:34][C:31]([CH2:32][NH:33][C:11](=[O:13])[C:10]3[CH:14]=[CH:15][C:16]([F:18])=[N:17][C:9]=3[NH2:8])=[CH:30][CH:29]=2)[CH:24]=[CH:25][CH:26]=1. The catalyst class is: 3. Reactant: C(N(CC)CC)C.[NH2:8][C:9]1[N:17]=[C:16]([F:18])[CH:15]=[CH:14][C:10]=1[C:11]([OH:13])=O.[F:19][C:20]([F:37])([F:36])[C:21]1[CH:22]=[C:23]([O:27][C:28]2[CH:35]=[CH:34][C:31]([CH2:32][NH2:33])=[CH:30][CH:29]=2)[CH:24]=[CH:25][CH:26]=1.CN([P+](ON1N=NC2C=CC=CC1=2)(N(C)C)N(C)C)C.F[P-](F)(F)(F)(F)F.